From a dataset of Reaction yield outcomes from USPTO patents with 853,638 reactions. Predict the reaction yield, written as a fraction of the theoretical maximum amount of product (1.0 means a 100% yield; for example, 0.34 means a 34% yield). (1) The reactants are [Cl:1][C:2]1[N:10]=[C:9]2[C:5]([NH:6][CH:7]=[N:8]2)=[C:4]([Cl:11])[N:3]=1.C1(P([C:25]2[CH:30]=[CH:29]C=CC=2)C2C=CC=CC=2)C=CC=CC=1.C1(O)CC1.CC(OC(/N=N/C(OC(C)C)=O)=O)C. The catalyst is O1CCCC1. The product is [Cl:1][C:2]1[N:10]=[C:9]2[C:5]([N:6]=[CH:7][N:8]2[CH:29]2[CH2:30][CH2:25]2)=[C:4]([Cl:11])[N:3]=1. The yield is 0.350. (2) The reactants are Br[CH2:2][C:3]1[N:8]=[C:7]([C:9]#[N:10])[CH:6]=[CH:5][C:4]=1[CH:11]1[CH2:13][CH2:12]1.[F:14][C:15]1[CH:24]=[CH:23][C:18](CB(O)O)=[CH:17][CH:16]=1.C([O-])([O-])=O.[Cs+].[Cs+]. The catalyst is O1CCOCC1.C1C=CC(P(C2C=CC=CC=2)[C-]2C=CC=C2)=CC=1.C1C=CC(P(C2C=CC=CC=2)[C-]2C=CC=C2)=CC=1.Cl[Pd]Cl.[Fe+2]. The product is [CH:11]1([C:4]2[CH:5]=[CH:6][C:7]([C:9]#[N:10])=[N:8][C:3]=2[CH2:2][C:18]2[CH:23]=[CH:24][C:15]([F:14])=[CH:16][CH:17]=2)[CH2:13][CH2:12]1. The yield is 0.750. (3) The reactants are [C:1]12([N:11]=[C:12]=[O:13])[CH2:10][CH:5]3[CH2:6][CH:7]([CH2:9][CH:3]([CH2:4]3)[CH2:2]1)[CH2:8]2.[S:14]1[CH:18]=[CH:17][CH:16]=[C:15]1[CH2:19][CH2:20][OH:21]. The yield is 0.590. The product is [S:14]1[CH:18]=[CH:17][CH:16]=[C:15]1[CH2:19][CH2:20][O:21][C:12](=[O:13])[NH:11][C:1]12[CH2:2][CH:3]3[CH2:9][CH:7]([CH2:6][CH:5]([CH2:4]3)[CH2:10]1)[CH2:8]2. The catalyst is N1C=CC=CC=1.C1(C)C=CC=CC=1.Cl[Cu]. (4) The reactants are [C:1]([C:4]1[CH:19]=[CH:18][C:7]([C:8]([NH:10][CH2:11][C:12]2[CH:13]=[N:14][CH:15]=[CH:16][CH:17]=2)=[O:9])=[C:6]([NH:20][CH2:21][CH2:22][C:23]2[CH:28]=[CH:27][CH:26]=[C:25]([F:29])[CH:24]=2)[N:5]=1)(=[NH:3])[NH2:2].[N:30]#[C:31]Br.CCN(C(C)C)C(C)C. The catalyst is C(Cl)Cl. The product is [C:31]([NH:3][C:1]([C:4]1[CH:19]=[CH:18][C:7]([C:8]([NH:10][CH2:11][C:12]2[CH:13]=[N:14][CH:15]=[CH:16][CH:17]=2)=[O:9])=[C:6]([NH:20][CH2:21][CH2:22][C:23]2[CH:28]=[CH:27][CH:26]=[C:25]([F:29])[CH:24]=2)[N:5]=1)=[NH:2])#[N:30]. The yield is 0.410. (5) The reactants are Cl[C:2]1[CH:7]=[CH:6][N:5]=[C:4]([C:8]([N:10]([CH:14]([CH3:16])[CH3:15])[CH:11]([CH3:13])[CH3:12])=[O:9])[C:3]=1[CH2:17][CH2:18][CH2:19]Cl.[Cl:21][C:22]1[CH:23]=[CH:24][C:25]([O:30][CH2:31][C:32]2[CH:37]=[CH:36][C:35]([F:38])=[CH:34][C:33]=2[F:39])=[C:26]([CH2:28][NH2:29])[CH:27]=1.C([O-])([O-])=O.[K+].[K+]. The catalyst is CN(C=O)C. The product is [Cl:21][C:22]1[CH:23]=[CH:24][C:25]([O:30][CH2:31][C:32]2[CH:37]=[CH:36][C:35]([F:38])=[CH:34][C:33]=2[F:39])=[C:26]([CH:27]=1)[CH2:28][N:29]1[C:2]2[CH:7]=[CH:6][N:5]=[C:4]([C:8]([N:10]([CH:11]([CH3:12])[CH3:13])[CH:14]([CH3:15])[CH3:16])=[O:9])[C:3]=2[CH2:17][CH2:18][CH2:19]1. The yield is 0.700. (6) The reactants are [CH3:1][C:2]1[N:6]([CH2:7][C:8]2[CH:9]=[CH:10][CH:11]=[C:12]3[C:17]=2[N:16]=[CH:15][CH:14]=[CH:13]3)[C:5]2[CH:18]=[C:19]([N:26]3[CH2:31][CH2:30][O:29][CH2:28][CH2:27]3)[CH:20]=[C:21]([C:22]([O:24]C)=[O:23])[C:4]=2[N:3]=1.[Li+].[OH-]. The catalyst is C1COCC1. The product is [CH3:1][C:2]1[N:6]([CH2:7][C:8]2[CH:9]=[CH:10][CH:11]=[C:12]3[C:17]=2[N:16]=[CH:15][CH:14]=[CH:13]3)[C:5]2[CH:18]=[C:19]([N:26]3[CH2:31][CH2:30][O:29][CH2:28][CH2:27]3)[CH:20]=[C:21]([C:22]([OH:24])=[O:23])[C:4]=2[N:3]=1. The yield is 0.690. (7) The reactants are [Cl:1][C:2]1[NH:3][CH:4]=[CH:5][N:6]=1.[Cl:7][C:8]1[CH:13]=[C:12](Cl)[N:11]=[CH:10][N:9]=1.CCN(C(C)C)C(C)C. The catalyst is C(O)CCC. The product is [Cl:7][C:8]1[CH:13]=[C:12]([N:3]2[CH:4]=[CH:5][N:6]=[C:2]2[Cl:1])[N:11]=[CH:10][N:9]=1. The yield is 0.620. (8) No catalyst specified. The product is [CH3:37][O:38][C:5]1[CH:6]=[CH:27][C:2]([CH2:7][C:8]2[N:13]=[N:12][C:11]([O:14][C:17](=[O:18])[N:16]([CH3:15])[C:20]3[CH:25]=[CH:24][CH:23]=[CH:22][CH:21]=3)=[CH:10][CH:9]=2)=[CH:3][CH:4]=1. The yield is 0.410. The reactants are N1[CH:6]=[CH:5][CH:4]=[CH:3][C:2]=1[CH2:7][C:8]1[N:13]=[N:12][C:11]([OH:14])=[CH:10][CH:9]=1.[CH3:15][N:16]([C:20]1[CH:25]=[CH:24][CH:23]=[CH:22][CH:21]=1)[C:17](Cl)=[O:18].N12CCN(CC1)C[CH2:27]2.O.CN(C)[CH:37]=[O:38]. (9) The reactants are [CH2:1]([O:8][C:9](=[O:34])[N:10]([CH2:31][CH:32]=[CH2:33])[C:11]1[C:16](=[O:17])[N:15]2[C@H:18]([C:22](=[O:30])[NH:23][C:24]3[CH:29]=[CH:28][CH:27]=[CH:26][CH:25]=3)[CH2:19][CH:20]([CH3:21])[C:14]2=[N:13][CH:12]=1)[C:2]1[CH:7]=[CH:6][CH:5]=[CH:4][CH:3]=1.[Li+].C[Si]([N-][Si](C)(C)C)(C)C.CC(C1C=C(C(C)C)C(S([N:60]=[N+:61]=[N-:62])(=O)=O)=C(C(C)C)C=1)C.CC(O)=O. The catalyst is C1COCC1.CCOC(C)=O. The product is [CH2:1]([O:8][C:9](=[O:34])[N:10]([CH2:31][CH:32]=[CH2:33])[C:11]1[C:16](=[O:17])[N:15]2[C@H:18]([C:22](=[O:30])[NH:23][C:24]3[CH:29]=[CH:28][CH:27]=[CH:26][CH:25]=3)[CH2:19][C@:20]([N:60]=[N+:61]=[N-:62])([CH3:21])[C:14]2=[N:13][CH:12]=1)[C:2]1[CH:7]=[CH:6][CH:5]=[CH:4][CH:3]=1. The yield is 0.650.